Dataset: NCI-60 drug combinations with 297,098 pairs across 59 cell lines. Task: Regression. Given two drug SMILES strings and cell line genomic features, predict the synergy score measuring deviation from expected non-interaction effect. (1) Drug 1: CC1CCC2CC(C(=CC=CC=CC(CC(C(=O)C(C(C(=CC(C(=O)CC(OC(=O)C3CCCCN3C(=O)C(=O)C1(O2)O)C(C)CC4CCC(C(C4)OC)O)C)C)O)OC)C)C)C)OC. Drug 2: C#CCC(CC1=CN=C2C(=N1)C(=NC(=N2)N)N)C3=CC=C(C=C3)C(=O)NC(CCC(=O)O)C(=O)O. Cell line: SNB-19. Synergy scores: CSS=63.9, Synergy_ZIP=1.93, Synergy_Bliss=0.128, Synergy_Loewe=-31.0, Synergy_HSA=-0.780. (2) Drug 1: CN(C)C1=NC(=NC(=N1)N(C)C)N(C)C. Drug 2: C(CN)CNCCSP(=O)(O)O. Cell line: SNB-19. Synergy scores: CSS=-2.68, Synergy_ZIP=4.66, Synergy_Bliss=7.33, Synergy_Loewe=-1.33, Synergy_HSA=-0.216. (3) Drug 1: CCCS(=O)(=O)NC1=C(C(=C(C=C1)F)C(=O)C2=CNC3=C2C=C(C=N3)C4=CC=C(C=C4)Cl)F. Drug 2: C1=CC(=CC=C1C#N)C(C2=CC=C(C=C2)C#N)N3C=NC=N3. Cell line: MOLT-4. Synergy scores: CSS=0.0425, Synergy_ZIP=0.716, Synergy_Bliss=2.15, Synergy_Loewe=0.760, Synergy_HSA=-0.467. (4) Drug 1: C1=CC=C(C(=C1)C(C2=CC=C(C=C2)Cl)C(Cl)Cl)Cl. Drug 2: C1=CN(C=N1)CC(O)(P(=O)(O)O)P(=O)(O)O. Cell line: SK-MEL-28. Synergy scores: CSS=-0.920, Synergy_ZIP=1.80, Synergy_Bliss=1.41, Synergy_Loewe=-1.82, Synergy_HSA=-1.92. (5) Drug 1: COC1=NC(=NC2=C1N=CN2C3C(C(C(O3)CO)O)O)N. Drug 2: C1=CN(C=N1)CC(O)(P(=O)(O)O)P(=O)(O)O. Cell line: MCF7. Synergy scores: CSS=-10.6, Synergy_ZIP=3.27, Synergy_Bliss=-0.120, Synergy_Loewe=-11.1, Synergy_HSA=-10.3. (6) Drug 1: CS(=O)(=O)OCCCCOS(=O)(=O)C. Drug 2: C1C(C(OC1N2C=NC3=C2NC=NCC3O)CO)O. Cell line: SN12C. Synergy scores: CSS=6.83, Synergy_ZIP=-1.58, Synergy_Bliss=0.867, Synergy_Loewe=0.131, Synergy_HSA=0.245. (7) Drug 1: CC12CCC3C(C1CCC2=O)CC(=C)C4=CC(=O)C=CC34C. Drug 2: COC1=C2C(=CC3=C1OC=C3)C=CC(=O)O2. Cell line: LOX IMVI. Synergy scores: CSS=34.4, Synergy_ZIP=-0.484, Synergy_Bliss=-2.32, Synergy_Loewe=-9.00, Synergy_HSA=-3.29. (8) Drug 1: CC1C(C(=O)NC(C(=O)N2CCCC2C(=O)N(CC(=O)N(C(C(=O)O1)C(C)C)C)C)C(C)C)NC(=O)C3=C4C(=C(C=C3)C)OC5=C(C(=O)C(=C(C5=N4)C(=O)NC6C(OC(=O)C(N(C(=O)CN(C(=O)C7CCCN7C(=O)C(NC6=O)C(C)C)C)C)C(C)C)C)N)C. Drug 2: CC1CCCC2(C(O2)CC(NC(=O)CC(C(C(=O)C(C1O)C)(C)C)O)C(=CC3=CSC(=N3)C)C)C. Cell line: BT-549. Synergy scores: CSS=43.0, Synergy_ZIP=-0.894, Synergy_Bliss=-2.75, Synergy_Loewe=-6.97, Synergy_HSA=-0.471. (9) Drug 1: CC1=C2C(C(=O)C3(C(CC4C(C3C(C(C2(C)C)(CC1OC(=O)C(C(C5=CC=CC=C5)NC(=O)C6=CC=CC=C6)O)O)OC(=O)C7=CC=CC=C7)(CO4)OC(=O)C)O)C)OC(=O)C. Drug 2: CC12CCC3C(C1CCC2OP(=O)(O)O)CCC4=C3C=CC(=C4)OC(=O)N(CCCl)CCCl.[Na+]. Cell line: MDA-MB-231. Synergy scores: CSS=41.4, Synergy_ZIP=7.05, Synergy_Bliss=10.6, Synergy_Loewe=7.17, Synergy_HSA=12.6. (10) Cell line: BT-549. Drug 1: CC1=CC2C(CCC3(C2CCC3(C(=O)C)OC(=O)C)C)C4(C1=CC(=O)CC4)C. Synergy scores: CSS=-5.24, Synergy_ZIP=2.91, Synergy_Bliss=1.16, Synergy_Loewe=-3.50, Synergy_HSA=-3.01. Drug 2: CCN(CC)CCNC(=O)C1=C(NC(=C1C)C=C2C3=C(C=CC(=C3)F)NC2=O)C.